This data is from Reaction yield outcomes from USPTO patents with 853,638 reactions. The task is: Predict the reaction yield, written as a fraction of the theoretical maximum amount of product (1.0 means a 100% yield; for example, 0.34 means a 34% yield). (1) The reactants are [BH4-].[Na+].CO.[CH3:5][C:6]1[CH:11]=[C:10]([O:12][CH2:13][C:14]2[CH:19]=[CH:18][CH:17]=[CH:16][C:15]=2[CH3:20])[CH:9]=[CH:8][C:7]=1[CH:21]=[CH:22][C:23](=[O:25])[CH3:24]. The catalyst is C1COCC1. The product is [CH3:5][C:6]1[CH:11]=[C:10]([O:12][CH2:13][C:14]2[CH:19]=[CH:18][CH:17]=[CH:16][C:15]=2[CH3:20])[CH:9]=[CH:8][C:7]=1[CH:21]=[CH:22][CH:23]([OH:25])[CH3:24]. The yield is 0.930. (2) The reactants are Br[C:2]1[CH:3]=[C:4]([C@@H:9]2[C@@H:13]([C:14]3[CH:19]=[CH:18][CH:17]=[C:16]([F:20])[CH:15]=3)[O:12][C:11](=[O:21])[NH:10]2)[C:5]([F:8])=[N:6][CH:7]=1.C1(P(C2C=CC=CC=2)C2C=CC=CC=2)C=CC=CC=1.[C:41]([Si:43]([CH3:46])([CH3:45])[CH3:44])#[CH:42]. The catalyst is [Cu]I.Cl[Pd](Cl)([P](C1C=CC=CC=1)(C1C=CC=CC=1)C1C=CC=CC=1)[P](C1C=CC=CC=1)(C1C=CC=CC=1)C1C=CC=CC=1.C(N(CC)CC)C. The product is [F:8][C:5]1[C:4]([C@@H:9]2[C@@H:13]([C:14]3[CH:19]=[CH:18][CH:17]=[C:16]([F:20])[CH:15]=3)[O:12][C:11](=[O:21])[NH:10]2)=[CH:3][C:2]([C:42]#[C:41][Si:43]([CH3:46])([CH3:45])[CH3:44])=[CH:7][N:6]=1. The yield is 0.699. (3) The yield is 0.860. The reactants are Cl.[CH:2]([C:4]1[C:9]([CH3:10])=[CH:8][C:7]([NH:11][C:12]([CH2:14][CH2:15][N:16]2[CH2:21][CH2:20][CH:19]([O:22][C:23](=[O:37])[NH:24][C:25]3[CH:30]=[CH:29][CH:28]=[CH:27][C:26]=3[C:31]3[CH:36]=[CH:35][CH:34]=[CH:33][CH:32]=3)[CH2:18][CH2:17]2)=[O:13])=[C:6]([CH3:38])[CH:5]=1)=O.C(O)(=O)C.[NH2:43][CH2:44][C@@H:45]([C:54]1[CH:55]=[CH:56][C:57]([OH:63])=[C:58]([NH:60][CH:61]=[O:62])[CH:59]=1)[O:46][Si:47]([C:50]([CH3:53])([CH3:52])[CH3:51])([CH3:49])[CH3:48].C(O[BH-](OC(=O)C)OC(=O)C)(=O)C.[Na+].C(=O)(O)[O-].[Na+]. The catalyst is ClCCl.CO. The product is [Si:47]([O:46][C@H:45]([C:54]1[CH:55]=[CH:56][C:57]([OH:63])=[C:58]([NH:60][CH:61]=[O:62])[CH:59]=1)[CH2:44][NH:43][CH2:2][C:4]1[C:9]([CH3:10])=[CH:8][C:7]([NH:11][C:12]([CH2:14][CH2:15][N:16]2[CH2:21][CH2:20][CH:19]([O:22][C:23](=[O:37])[NH:24][C:25]3[CH:30]=[CH:29][CH:28]=[CH:27][C:26]=3[C:31]3[CH:36]=[CH:35][CH:34]=[CH:33][CH:32]=3)[CH2:18][CH2:17]2)=[O:13])=[C:6]([CH3:38])[CH:5]=1)([C:50]([CH3:53])([CH3:52])[CH3:51])([CH3:49])[CH3:48]. (4) The reactants are CCOC(/N=N/C(OCC)=O)=O.[OH:13][C:14]1[CH:15]=[C:16]([C:24]([O:26][CH3:27])=[O:25])[CH:17]=[C:18]([CH:23]=1)[C:19]([O:21][CH3:22])=[O:20].[CH2:28](O)[CH2:29][O:30][CH2:31][CH2:32][O:33][CH2:34][CH2:35][O:36][CH2:37][CH2:38][O:39][CH2:40][CH2:41][O:42][CH2:43][CH2:44][OH:45].C1(P(C2C=CC=CC=2)C2C=CC=CC=2)C=CC=CC=1. The catalyst is C1COCC1. The product is [OH:45][CH2:44][CH2:43][O:42][CH2:41][CH2:40][O:39][CH2:38][CH2:37][O:36][CH2:35][CH2:34][O:33][CH2:32][CH2:31][O:30][CH2:29][CH2:28][O:13][C:14]1[CH:23]=[C:18]([C:19]([O:21][CH3:22])=[O:20])[CH:17]=[C:16]([CH:15]=1)[C:24]([O:26][CH3:27])=[O:25]. The yield is 0.310. (5) The reactants are C([O:8][C:9]1[CH:18]=[C:17]2[C:12]([CH:13]=[CH:14][C:15]([S:19]([NH:22][C:23]([C:25]3[CH:30]=[CH:29][C:28]([N:31]4[C:35]([CH3:36])=[C:34]([Cl:37])[C:33]([C:38]([N:40]([CH2:45][CH2:46][CH2:47][CH3:48])[CH2:41][CH2:42][CH2:43][CH3:44])=[O:39])=[N:32]4)=[C:27]([C:49]([N:51]4[CH2:60][CH2:59][C:58]5[C:53](=[CH:54][CH:55]=[CH:56][CH:57]=5)[CH2:52]4)=[O:50])[CH:26]=3)=[O:24])(=[O:21])=[O:20])=[CH:16]2)=[CH:11][CH:10]=1)C1C=CC=CC=1. The catalyst is CO.[Pd]. The product is [CH2:45]([N:40]([CH2:41][CH2:42][CH2:43][CH3:44])[C:38]([C:33]1[C:34]([Cl:37])=[C:35]([CH3:36])[N:31]([C:28]2[CH:29]=[CH:30][C:25]([C:23](=[O:24])[NH:22][S:19]([C:15]3[CH:14]=[CH:13][C:12]4[C:17](=[CH:18][C:9]([OH:8])=[CH:10][CH:11]=4)[CH:16]=3)(=[O:21])=[O:20])=[CH:26][C:27]=2[C:49]([N:51]2[CH2:60][CH2:59][C:58]3[C:53](=[CH:54][CH:55]=[CH:56][CH:57]=3)[CH2:52]2)=[O:50])[N:32]=1)=[O:39])[CH2:46][CH2:47][CH3:48]. The yield is 0.430. (6) The reactants are C(=O)([O-])[O-].[K+].[K+].[CH:7]1([CH2:13][C@@H:14]([NH2:30])[CH2:15][N:16]2[CH2:21][CH2:20][CH:19]([C:22]3[CH:27]=[CH:26][CH:25]=[CH:24][C:23]=3[O:28][CH3:29])[CH2:18][CH2:17]2)[CH2:12][CH2:11][CH2:10][CH2:9][CH2:8]1.[CH:31]1([C:37](Cl)=[O:38])[CH2:36][CH2:35][CH2:34][CH2:33][CH2:32]1. The catalyst is ClCCl.O. The product is [CH:7]1([CH2:13][C@@H:14]([NH:30][C:37]([CH:31]2[CH2:36][CH2:35][CH2:34][CH2:33][CH2:32]2)=[O:38])[CH2:15][N:16]2[CH2:17][CH2:18][CH:19]([C:22]3[CH:27]=[CH:26][CH:25]=[CH:24][C:23]=3[O:28][CH3:29])[CH2:20][CH2:21]2)[CH2:12][CH2:11][CH2:10][CH2:9][CH2:8]1. The yield is 0.680. (7) The product is [CH2:10]([S:8][C:5]1[CH:6]=[CH:7][C:2]([F:1])=[CH:3][CH:4]=1)[CH3:11]. The catalyst is O1CCCC1. The yield is 0.810. The reactants are [F:1][C:2]1[CH:7]=[CH:6][C:5]([SH:8])=[CH:4][CH:3]=1.I[CH2:10][CH3:11].C(N(CC)CC)C.